Dataset: Reaction yield outcomes from USPTO patents with 853,638 reactions. Task: Predict the reaction yield, written as a fraction of the theoretical maximum amount of product (1.0 means a 100% yield; for example, 0.34 means a 34% yield). (1) The reactants are [N+:1]([C:4]1[CH:9]=[CH:8][C:7]([C:10]2[O:11][C:12]3[CH:17]=[CH:16][N:15]=[CH:14][C:13]=3[N:18]=2)=[CH:6][CH:5]=1)([O-])=O.[NH4+].[Cl-].C(OCC)(=O)C.CCN(CC)CC. The catalyst is CO.O.[Fe]. The product is [O:11]1[C:12]2[CH:17]=[CH:16][N:15]=[CH:14][C:13]=2[N:18]=[C:10]1[C:7]1[CH:6]=[CH:5][C:4]([NH2:1])=[CH:9][CH:8]=1. The yield is 0.620. (2) The reactants are [CH2:1]([O:4][C:5]1[CH:10]=[C:9]([Cl:11])[C:8]([CH2:12][C:13]2[CH:18]=[CH:17][C:16]([O:19][CH2:20][CH3:21])=[CH:15][CH:14]=2)=[CH:7][C:6]=1[C@H:22]1[C@H:27]([OH:28])[C@@H:26]([OH:29])[C@H:25]([OH:30])[C@@H:24]([CH2:31][OH:32])[O:23]1)[CH:2]=[CH2:3].[CH2:33](Br)[C:34]1[CH:39]=[CH:38][CH:37]=[CH:36][CH:35]=1.[H-].[Na+].[NH4+].[Cl-]. The catalyst is C1COCC1.CN(C=O)C. The product is [CH2:1]([O:4][C:5]1[CH:10]=[C:9]([Cl:11])[C:8]([CH2:12][C:13]2[CH:18]=[CH:17][C:16]([O:19][CH2:20][CH3:21])=[CH:15][CH:14]=2)=[CH:7][C:6]=1[C@H:22]1[C@H:27]([O:28][CH2:33][C:34]2[CH:39]=[CH:38][CH:37]=[CH:36][CH:35]=2)[C@@H:26]([O:29][CH2:33][C:34]2[CH:39]=[CH:38][CH:37]=[CH:36][CH:35]=2)[C@H:25]([O:30][CH2:12][C:13]2[CH:18]=[CH:17][CH:16]=[CH:15][CH:14]=2)[C@@H:24]([CH2:31][O:32][CH2:22][C:6]2[CH:7]=[CH:8][CH:9]=[CH:10][CH:5]=2)[O:23]1)[CH:2]=[CH2:3]. The yield is 0.850.